Dataset: CYP2C9 inhibition data for predicting drug metabolism from PubChem BioAssay. Task: Regression/Classification. Given a drug SMILES string, predict its absorption, distribution, metabolism, or excretion properties. Task type varies by dataset: regression for continuous measurements (e.g., permeability, clearance, half-life) or binary classification for categorical outcomes (e.g., BBB penetration, CYP inhibition). Dataset: cyp2c9_veith. The compound is N#Cc1ccccc1CN1C(=O)S/C(=C/c2cccn2-c2cccc(C(=O)O)c2)C1=O. The result is 1 (inhibitor).